This data is from Full USPTO retrosynthesis dataset with 1.9M reactions from patents (1976-2016). The task is: Predict the reactants needed to synthesize the given product. (1) Given the product [CH2:7]([N:14]([C@@H:15]([CH3:18])[CH2:16][OH:17])[CH2:3][C@H:2]([OH:4])[CH2:1][O:5][CH3:6])[C:8]1[CH:13]=[CH:12][CH:11]=[CH:10][CH:9]=1, predict the reactants needed to synthesize it. The reactants are: [CH2:1]([O:5][CH3:6])[C@H:2]1[O:4][CH2:3]1.[CH2:7]([NH:14][C@@H:15]([CH3:18])[CH2:16][OH:17])[C:8]1[CH:13]=[CH:12][CH:11]=[CH:10][CH:9]=1. (2) The reactants are: N(C(OC(C)(C)C)=O)=NC(OC(C)(C)C)=O.[NH2:17][C:18]1[N:23]=[CH:22][C:21]([C:24]2[CH:29]=[CH:28][C:27]([OH:30])=[C:26]([O:31][CH3:32])[CH:25]=2)=[CH:20][C:19]=1[C:33]1[O:34][C:35]2[C:40]([N:41]=1)=[CH:39][CH:38]=[CH:37][N:36]=2.C1(P(C2C=CC=CC=2)C2C=CC=CC=2)C=CC=CC=1.[N:61]1([CH2:66][CH2:67]O)[CH2:65][CH2:64][CH2:63][CH2:62]1. Given the product [CH3:32][O:31][C:26]1[CH:25]=[C:24]([C:21]2[CH:20]=[C:19]([C:33]3[O:34][C:35]4[C:40]([N:41]=3)=[CH:39][CH:38]=[CH:37][N:36]=4)[C:18]([NH2:17])=[N:23][CH:22]=2)[CH:29]=[CH:28][C:27]=1[O:30][CH2:67][CH2:66][N:61]1[CH2:65][CH2:64][CH2:63][CH2:62]1, predict the reactants needed to synthesize it.